From a dataset of Catalyst prediction with 721,799 reactions and 888 catalyst types from USPTO. Predict which catalyst facilitates the given reaction. (1) Reactant: [N:1]1[CH:6]=[CH:5][C:4]([O:7][CH:8]2[CH2:13][CH2:12][C:11](=O)[CH2:10][CH2:9]2)=[CH:3][CH:2]=1.CN.Cl.[BH3-][C:19]#[N:20].[Na+]. Product: [CH3:19][NH:20][CH:11]1[CH2:12][CH2:13][CH:8]([O:7][C:4]2[CH:5]=[CH:6][N:1]=[CH:2][CH:3]=2)[CH2:9][CH2:10]1. The catalyst class is: 5. (2) Reactant: [C:1]([O:5][C:6]([N:8]1[CH2:12][CH2:11][C@H:10]([OH:13])[CH2:9]1)=[O:7])([CH3:4])([CH3:3])[CH3:2].[H-].[Na+].Br[CH2:17][C:18]1[C:25]([Cl:26])=[CH:24][CH:23]=[CH:22][C:19]=1[C:20]#[N:21]. Product: [C:1]([O:5][C:6]([N:8]1[CH2:12][CH2:11][C@H:10]([O:13][CH2:17][C:18]2[C:19]([C:20]#[N:21])=[CH:22][CH:23]=[CH:24][C:25]=2[Cl:26])[CH2:9]1)=[O:7])([CH3:4])([CH3:2])[CH3:3]. The catalyst class is: 3.